Dataset: Full USPTO retrosynthesis dataset with 1.9M reactions from patents (1976-2016). Task: Predict the reactants needed to synthesize the given product. (1) Given the product [NH2:1][C:2]1[N:11]=[CH:10][C:9]2[C:8](=[O:12])[CH2:7][CH:6]([C:13]3[CH:18]=[CH:17][CH:16]=[CH:15][C:14]=3[C:40]3[CH:39]=[CH:44][CH:43]=[CH:42][N:41]=3)[CH2:5][C:4]=2[N:3]=1, predict the reactants needed to synthesize it. The reactants are: [NH2:1][C:2]1[N:11]=[CH:10][C:9]2[C:8](=[O:12])[CH2:7][CH:6]([C:13]3[CH:18]=[CH:17][CH:16]=[CH:15][C:14]=3Br)[CH2:5][C:4]=2[N:3]=1.NC1N=CC2C(=O)CC(C3C=CC(F)=CC=3[C:39]3[CH:40]=[N:41][CH:42]=[CH:43][CH:44]=3)CC=2N=1.N1C=CC=CC=1B(O)O. (2) Given the product [F:2][C:3]1([F:7])[CH2:6][N:5]([S:30]([N:25]2[CH:29]=[CH:28][N:27]=[CH:26]2)(=[O:32])=[O:31])[CH2:4]1, predict the reactants needed to synthesize it. The reactants are: Cl.[F:2][C:3]1([F:7])[CH2:6][NH:5][CH2:4]1.CCN(C(C)C)C(C)C.FC(F)(F)S([O-])(=O)=O.[N:25]1([S:30](N2C=C[N+](C)=C2)(=[O:32])=[O:31])[CH:29]=[CH:28][N:27]=[CH:26]1. (3) Given the product [CH3:38][O:39][C:40](=[O:51])[N:14]([CH:11]1[CH2:12][CH2:13][N:8]([C:7]2[CH:6]=[C:5]([C:19]#[N:20])[CH:4]=[C:3]([NH:21][C:22]3[N:27]=[C:26]([NH:28][CH2:29][CH3:30])[C:25]4=[N:31][CH:32]=[C:33]([C:34]#[N:35])[N:24]4[N:23]=3)[C:2]=2[Cl:1])[CH2:9][CH2:10]1)[CH:15]1[CH2:18][O:17][CH2:16]1, predict the reactants needed to synthesize it. The reactants are: [Cl:1][C:2]1[C:7]([N:8]2[CH2:13][CH2:12][CH:11]([NH:14][CH:15]3[CH2:18][O:17][CH2:16]3)[CH2:10][CH2:9]2)=[CH:6][C:5]([C:19]#[N:20])=[CH:4][C:3]=1[NH:21][C:22]1[N:27]=[C:26]([NH:28][CH2:29][CH3:30])[C:25]2=[N:31][CH:32]=[C:33]([C:34]#[N:35])[N:24]2[N:23]=1.C1[CH2:40][O:39][CH2:38]C1.CCN(C(C)C)C(C)C.C[OH:51]. (4) Given the product [CH2:24]([N:1]1[C:2]2[CH:3]=[C:4]([C:5]([O:7][CH3:8])=[O:6])[CH:9]=[CH:10][C:11]=2[O:12][CH2:27][C:28]1=[O:29])[CH2:22][CH2:21][CH3:19], predict the reactants needed to synthesize it. The reactants are: [NH2:1][C:2]1[CH:3]=[C:4]([CH:9]=[CH:10][C:11]=1[OH:12])[C:5]([O:7][CH3:8])=[O:6].C(=O)(O)[O-].[Na+].C[C:19]([CH2:21][CH:22]([CH3:24])C)=O.O.Cl[CH2:27][C:28](Cl)=[O:29]. (5) The reactants are: [CH3:1][O:2][C:3]1[C:4]([N+:14]([O-])=O)=[CH:5][C:6]([CH3:13])=[C:7]([CH:12]=1)[C:8]([O:10][CH3:11])=[O:9].C([O-])=O.[NH4+]. Given the product [NH2:14][C:4]1[C:3]([O:2][CH3:1])=[CH:12][C:7]([C:8]([O:10][CH3:11])=[O:9])=[C:6]([CH3:13])[CH:5]=1, predict the reactants needed to synthesize it. (6) The reactants are: FC(F)(F)C(O)=O.C(OC(=O)[NH:14][CH:15]1[CH2:19][CH2:18][N:17]([C:20]2[CH:21]=[N:22][C:23]([F:26])=[CH:24][CH:25]=2)[CH2:16]1)(C)(C)C.[Cl:28]CCl. Given the product [ClH:28].[F:26][C:23]1[N:22]=[CH:21][C:20]([N:17]2[CH2:18][CH2:19][C@H:15]([NH2:14])[CH2:16]2)=[CH:25][CH:24]=1, predict the reactants needed to synthesize it.